From a dataset of Reaction yield outcomes from USPTO patents with 853,638 reactions. Predict the reaction yield, written as a fraction of the theoretical maximum amount of product (1.0 means a 100% yield; for example, 0.34 means a 34% yield). (1) The reactants are C([O:3][C:4](=[O:11])[CH2:5][N:6]1[CH:10]=[CH:9][CH:8]=[N:7]1)C.S(=O)(=O)(O)O.[N+:17]([O-])([OH:19])=[O:18]. No catalyst specified. The product is [N+:17]([C:9]1[CH:8]=[N:7][N:6]([CH2:5][C:4]([OH:3])=[O:11])[CH:10]=1)([O-:19])=[O:18]. The yield is 0.330. (2) The yield is 0.859. The catalyst is C(Cl)Cl. The product is [Cl:17][C:18]1[CH:19]=[C:20]([NH:24][C:25]([N:12]2[CH:13]([CH3:15])[CH2:14][C:9]3[NH:8][N:7]=[C:6]([C:4]([N:3]([O:2][CH3:1])[CH3:16])=[O:5])[C:10]=3[CH2:11]2)=[O:26])[CH:21]=[CH:22][CH:23]=1. The reactants are [CH3:1][O:2][N:3]([CH3:16])[C:4]([C:6]1[C:10]2[CH2:11][NH:12][CH:13]([CH3:15])[CH2:14][C:9]=2[NH:8][N:7]=1)=[O:5].[Cl:17][C:18]1[CH:19]=[C:20]([NH:24][C:25](=O)[O:26]C2C=CC=CC=2)[CH:21]=[CH:22][CH:23]=1.O. (3) The reactants are C([CH:5]1[CH:8](OC2C=CC=CC=2)[N:7]([C:16]2[S:17][CH:18]=[C:19]([C:21](=[O:62])[NH:22][CH:23]([CH2:43][O:44][Si](C(C)(C)C)(C3C=CC=CC=3)C3C=CC=CC=3)[CH2:24][O:25][Si](C(C)(C)C)(C3C=CC=CC=3)C3C=CC=CC=3)[N:20]=2)[CH:6]1OC1C=CC=CC=1)(C)(C)C.[F-].C([N+](CCCC)(CCCC)CCCC)CCC.[O:88]1CCCC1. No catalyst specified. The product is [OH:88][CH:5]1[CH2:6][N:7]([C:16]2[S:17][CH:18]=[C:19]([C:21](=[O:62])[NH:22][CH:23]([CH2:24][OH:25])[CH2:43][OH:44])[N:20]=2)[CH2:8]1. The yield is 1.00. (4) The reactants are O[C@@:2]([CH3:54])([C:5](=[O:53])[C@@H:6]([NH:11][C:12](=[O:52])[C@@H:13]([NH:21][C:22](=[O:51])[C@@H:23]([N:28](C)[C:29](=[O:49])[C@@H:30]([NH:39][C:40](=[O:48])[CH2:41][N:42]1[CH2:47][CH2:46][O:45][CH2:44][CH2:43]1)[CH2:31][CH2:32][C:33]1[CH:38]=[CH:37][CH:36]=[CH:35][CH:34]=1)[CH2:24][CH:25]([CH3:27])[CH3:26])[CH2:14][C:15]1[CH:20]=[CH:19][CH:18]=[CH:17][CH:16]=1)[CH2:7][CH:8]([CH3:10])[CH3:9])[CH2:3][I:4].[CH3:55][O:56][C:57]1[CH:71]=[CH:70][C:60]([CH2:61][O:62][C:63](=[O:69])[CH2:64][CH2:65][C:66]([OH:68])=[O:67])=[CH:59][CH:58]=1.C1CCC(N=C=NC2CCCCC2)CC1. The catalyst is C(Cl)Cl.CN(C1C=CN=CC=1)C. The product is [C:66]([O:68][C@:2]([CH3:54])([CH2:3][I:4])[C:5](=[O:53])[C@H:6]([CH2:7][CH:8]([CH3:9])[CH3:10])[NH:11][C:12](=[O:52])[C@H:13]([CH2:14][C:15]1[CH:16]=[CH:17][CH:18]=[CH:19][CH:20]=1)[NH:21][C:22](=[O:51])[C@H:23]([CH2:24][CH:25]([CH3:27])[CH3:26])[NH:28][C:29](=[O:49])[C@H:30]([CH2:31][CH2:32][C:33]1[CH:38]=[CH:37][CH:36]=[CH:35][CH:34]=1)[NH:39][C:40](=[O:48])[CH2:41][N:42]1[CH2:43][CH2:44][O:45][CH2:46][CH2:47]1)(=[O:67])[CH2:65][CH2:64][C:63]([O:62][CH2:61][C:60]1[CH:59]=[CH:58][C:57]([O:56][CH3:55])=[CH:71][CH:70]=1)=[O:69]. The yield is 0.900. (5) The reactants are Br[C:2]1[CH:3]=[CH:4][C:5]([O:16][CH3:17])=[C:6]([CH:15]=1)[O:7][Si:8]([C:11]([CH3:14])([CH3:13])[CH3:12])([CH3:10])[CH3:9].C([Li])(C)(C)C.[Cl:23][C:24]1[CH:29]=[CH:28][C:27]([CH:30]=[O:31])=[CH:26][C:25]=1[S:32]([NH2:35])(=[O:34])=[O:33]. The catalyst is O1CCCC1. The product is [C:11]([Si:8]([CH3:10])([CH3:9])[O:7][C:6]1[CH:15]=[C:2]([CH:30]([OH:31])[C:27]2[CH:28]=[CH:29][C:24]([Cl:23])=[C:25]([S:32]([NH2:35])(=[O:33])=[O:34])[CH:26]=2)[CH:3]=[CH:4][C:5]=1[O:16][CH3:17])([CH3:14])([CH3:13])[CH3:12]. The yield is 0.590. (6) The reactants are C([C@@H]1N(C(=O)C2C=CC(OC3C=CC=CC=3)=CC=2)C[C@H](CC(C)C)NC1=O)C(C)C.[CH2:31]([C@@H:35]1[NH:40][CH2:39][C@H:38]([CH2:41][CH:42]([CH3:44])[CH3:43])[NH:37][C:36]1=[O:45])[CH:32]([CH3:34])[CH3:33].[F:46][C:47]1[CH:52]=[C:51]([C:53]([F:56])([F:55])[F:54])[CH:50]=[CH:49][C:48]=1/[CH:57]=[CH:58]/[C:59](O)=[O:60]. No catalyst specified. The product is [F:46][C:47]1[CH:52]=[C:51]([C:53]([F:55])([F:56])[F:54])[CH:50]=[CH:49][C:48]=1/[CH:57]=[CH:58]/[C:59]([N:40]1[CH2:39][C@H:38]([CH2:41][CH:42]([CH3:44])[CH3:43])[NH:37][C:36](=[O:45])[C@@H:35]1[CH2:31][CH:32]([CH3:34])[CH3:33])=[O:60]. The yield is 0.393. (7) The yield is 1.00. The product is [F:2][C:3]1[CH:8]=[CH:7][CH:6]=[CH:5][C:4]=1[C:9]1[N:14]=[N:13][N:12]2[C:15]3[C:16](=[CH:20][CH:21]=[CH:22][CH:23]=3)[C:17](=[O:19])[NH:11][C:10]=12. The catalyst is C(O)C.O. The reactants are [Na].[F:2][C:3]1[CH:8]=[CH:7][CH:6]=[CH:5][C:4]=1[CH2:9][C:10]#[N:11].[N:12]([C:15]1[CH:23]=[CH:22][CH:21]=[CH:20][C:16]=1[C:17]([OH:19])=O)=[N+:13]=[N-:14].C(O)(=O)CC(CC(O)=O)(C(O)=O)O.